Dataset: Full USPTO retrosynthesis dataset with 1.9M reactions from patents (1976-2016). Task: Predict the reactants needed to synthesize the given product. (1) Given the product [CH2:27]([NH:29][C:2]1[C:3]([CH3:20])=[C:4]([CH:12]=[C:13]([CH3:19])[C:14]=1[C:15]([O:17][CH3:18])=[O:16])[C:5]([O:7][C:8]([CH3:11])([CH3:10])[CH3:9])=[O:6])[CH3:28], predict the reactants needed to synthesize it. The reactants are: I[C:2]1[C:3]([CH3:20])=[C:4]([CH:12]=[C:13]([CH3:19])[C:14]=1[C:15]([O:17][CH3:18])=[O:16])[C:5]([O:7][C:8]([CH3:11])([CH3:10])[CH3:9])=[O:6].C(=O)([O-])[O-].[Cs+].[Cs+].[CH2:27]([NH2:29])[CH3:28].CC1(C)C2C(=C(P(C3C=CC=CC=3)C3C=CC=CC=3)C=CC=2)OC2C(P(C3C=CC=CC=3)C3C=CC=CC=3)=CC=CC1=2. (2) Given the product [CH3:20][O:21][C:22]1[N:27]=[C:26]([O:28][CH3:29])[C:25]([C:30]2[C:31](=[O:32])[O:1][C:2]3[C:3]([C:17]=2[CH3:18])=[CH:4][CH:5]=[C:6]([O:8][CH2:9][O:10][CH2:11][CH2:12][Si:13]([CH3:16])([CH3:15])[CH3:14])[CH:7]=3)=[CH:24][N:23]=1, predict the reactants needed to synthesize it. The reactants are: [OH:1][C:2]1[CH:7]=[C:6]([O:8][CH2:9][O:10][CH2:11][CH2:12][Si:13]([CH3:16])([CH3:15])[CH3:14])[CH:5]=[CH:4][C:3]=1[C:17](=O)[CH3:18].[CH3:20][O:21][C:22]1[N:27]=[C:26]([O:28][CH3:29])[C:25]([CH2:30][C:31](O)=[O:32])=[CH:24][N:23]=1.